Dataset: Catalyst prediction with 721,799 reactions and 888 catalyst types from USPTO. Task: Predict which catalyst facilitates the given reaction. (1) Reactant: [Cl:1][C:2]1[CH:32]=[CH:31][C:5]([CH2:6][NH:7][C:8](=[O:30])[CH2:9][C@H:10]2[C:21](=[O:22])[O:20][CH2:19][C@@H:18]([C:23]3[CH:28]=[CH:27][CH:26]=[CH:25][CH:24]=3)[NH:17][C:16](=[O:29])[CH2:15][CH2:14]C=CC2)=[CH:4][CH:3]=1.O.C[N+]1([O-])CC[O:38]CC1.[CH3:42][C:43]([OH:46])([CH3:45])C. Product: [Cl:1][C:2]1[CH:32]=[CH:31][C:5]([CH2:6][NH:7][C:8](=[O:30])[CH2:9][C@H:10]2[C:21](=[O:22])[O:20][CH2:19][C@@H:18]([C:23]3[CH:28]=[CH:27][CH:26]=[CH:25][CH:24]=3)[NH:17][C:16](=[O:29])[CH2:15][CH2:14][C@H:42]([OH:38])[C@@H:43]([OH:46])[CH2:45]2)=[CH:4][CH:3]=1. The catalyst class is: 1. (2) Reactant: [O:1]1[CH:3]2[CH2:4][CH2:5][CH2:6][CH2:7][CH:2]12.[CH3:8][S:9]([NH2:12])(=[O:11])=[O:10].C(O[K])(C)(C)C.Cl. Product: [CH3:8][S:9]([NH:12][CH:3]1[CH2:4][CH2:5][CH2:6][CH2:7][CH:2]1[OH:1])(=[O:11])=[O:10]. The catalyst class is: 7. (3) Reactant: [CH:1]([C:3]1[CH:13]=[CH:12][C:6]([CH:7]=[CH:8][C:9]([OH:11])=[O:10])=[CH:5][CH:4]=1)=O.[CH3:14][N:15]1[CH2:20][CH2:19][N:18]([CH2:21][C:22]2[CH:27]=[CH:26][CH:25]=[CH:24][C:23]=2[C:28](=[O:30])[CH3:29])[CH2:17][CH2:16]1.[OH-].[K+].[ClH:33]. Product: [ClH:33].[ClH:33].[CH3:14][N:15]1[CH2:20][CH2:19][N:18]([CH2:21][C:22]2[CH:27]=[CH:26][CH:25]=[CH:24][C:23]=2[C:28](=[O:30])/[CH:29]=[CH:1]/[C:3]2[CH:13]=[CH:12][C:6](/[CH:7]=[CH:8]/[C:9]([OH:11])=[O:10])=[CH:5][CH:4]=2)[CH2:17][CH2:16]1. The catalyst class is: 88. (4) Reactant: [CH2:1]([C:3]1[NH:7][C:6]([C:8]([C:10]2[CH:17]=[CH:16][C:13]([C:14]#[N:15])=[CH:12][CH:11]=2)=[O:9])=[CH:5][CH:4]=1)[CH3:2].[H-].[Na+].[NH2:20]OC1C=CC([N+]([O-])=O)=CC=1[N+]([O-])=O. Product: [NH2:20][N:7]1[C:3]([CH2:1][CH3:2])=[CH:4][CH:5]=[C:6]1[C:8]([C:10]1[CH:11]=[CH:12][C:13]([C:14]#[N:15])=[CH:16][CH:17]=1)=[O:9]. The catalyst class is: 9. (5) Reactant: [Br:1][C:2]1[C:11]([C@H:12]([O:18][C:19]([CH3:22])([CH3:21])[CH3:20])[C:13]([O:15][CH2:16][CH3:17])=[O:14])=[C:10]([CH3:23])[CH:9]=[C:8]2[C:3]=1[CH:4]=[CH:5][C:6]([CH3:24])=[N:7]2.C1C=C(Cl)C=C(C(OO)=[O:33])C=1. Product: [Br:1][C:2]1[C:11]([C@H:12]([O:18][C:19]([CH3:20])([CH3:22])[CH3:21])[C:13]([O:15][CH2:16][CH3:17])=[O:14])=[C:10]([CH3:23])[CH:9]=[C:8]2[C:3]=1[CH:4]=[CH:5][C:6]([CH3:24])=[N+:7]2[O-:33]. The catalyst class is: 4.